From a dataset of Forward reaction prediction with 1.9M reactions from USPTO patents (1976-2016). Predict the product of the given reaction. (1) Given the reactants [CH3:1][NH:2][C:3]1[CH:8]=[CH:7][C:6]([N+:9]([O-:11])=[O:10])=[CH:5][CH:4]=1.C1(C)C=CC(S([O-])(=O)=O)=CC=1.[NH+]1C=CC=CC=1.Cl[C:30]1[CH:31]=[CH:32][N:33]=[C:34]2[C:39]=1[N:38]=[CH:37][C:36]([O:40][CH3:41])=[CH:35]2.CCCCO, predict the reaction product. The product is: [CH3:41][O:40][C:36]1[CH:35]=[C:34]2[C:39]([C:30]([N:2]([CH3:1])[C:3]3[CH:4]=[CH:5][C:6]([N+:9]([O-:11])=[O:10])=[CH:7][CH:8]=3)=[CH:31][CH:32]=[N:33]2)=[N:38][CH:37]=1. (2) The product is: [OH:23][C:19]1([CH:15]([C:9]2[CH:14]=[CH:13][CH:12]=[CH:11][CH:10]=2)[C:16]([OH:18])=[O:17])[CH2:22][CH2:21][CH2:20]1. Given the reactants C([N-]C(C)C)(C)C.[Li+].[C:9]1([CH2:15][C:16]([OH:18])=[O:17])[CH:14]=[CH:13][CH:12]=[CH:11][CH:10]=1.[C:19]1(=[O:23])[CH2:22][CH2:21][CH2:20]1.CCOC(C)=O, predict the reaction product. (3) Given the reactants [Cl:1][C:2]1[CH:3]=[CH:4][C:5]2[O:9][C:8]([CH:10]=[O:11])=[C:7]([CH3:12])[C:6]=2[CH:13]=1.[BH4-].[Na+], predict the reaction product. The product is: [Cl:1][C:2]1[CH:3]=[CH:4][C:5]2[O:9][C:8]([CH2:10][OH:11])=[C:7]([CH3:12])[C:6]=2[CH:13]=1. (4) The product is: [C:35]([O:34][C:32]([NH:31][C@H:14]([C:15]([NH:17][C@H:18]([CH2:29][OH:30])[CH2:19][CH2:20][NH:21][C:22]([O:24][C:25]([CH3:28])([CH3:27])[CH3:26])=[O:23])=[O:16])[CH2:13][CH2:12][CH2:11][NH2:10])=[O:33])([CH3:38])([CH3:37])[CH3:36]. Given the reactants C(OC(=O)[NH:10][CH2:11][CH2:12][CH2:13][C@H:14]([NH:31][C:32]([O:34][C:35]([CH3:38])([CH3:37])[CH3:36])=[O:33])[C:15]([NH:17][C@H:18]([CH2:29][OH:30])[CH2:19][CH2:20][NH:21][C:22]([O:24][C:25]([CH3:28])([CH3:27])[CH3:26])=[O:23])=[O:16])C1C=CC=CC=1, predict the reaction product. (5) Given the reactants [C:1]1(=O)[C:9]2C(=CC=[CH:7][CH:8]=2)C(=O)[NH:2]1.[OH2:12].NN.[CH3:27][C:26]([O:25][C:23](O[C:23]([O:25][C:26]([CH3:29])([CH3:28])[CH3:27])=[O:24])=[O:24])([CH3:29])[CH3:28].[CH3:30][CH2:31][O:32][C:33]([CH3:35])=O, predict the reaction product. The product is: [CH3:30][C:31]1[O:32][C:33]([CH3:35])=[CH:7][C:8](=[O:12])[C:9]=1[CH2:1][NH:2][C:23](=[O:24])[O:25][C:26]([CH3:27])([CH3:28])[CH3:29]. (6) The product is: [CH3:26][SiH:21]([CH3:22])[CH:18]=[CH:19][O:12][CH:7]([C:1]1[CH:6]=[CH:5][CH:4]=[CH:3][CH:2]=1)[CH2:8][CH2:9][CH:10]=[CH2:11]. Given the reactants [C:1]1([CH:7]([OH:12])[CH2:8][CH2:9][CH:10]=[CH2:11])[CH:6]=[CH:5][CH:4]=[CH:3][CH:2]=1.CCN([CH2:18][CH3:19])CC.Cl[SiH2:21][CH:22]=C(C)C.[CH2:26](Cl)Cl, predict the reaction product. (7) The product is: [CH2:9]([C@H:16]1[CH2:20][N:19]([C:6](=[O:8])[CH2:5][O:4][CH2:2][CH3:3])[C@H:18]([C:21]([NH:23][C:24]2[CH:29]=[CH:28][C:27]([O:30][C:31]3[CH:32]=[CH:33][C:34]([F:37])=[CH:35][CH:36]=3)=[CH:26][CH:25]=2)=[O:22])[CH2:17]1)[C:10]1[CH:11]=[CH:12][CH:13]=[CH:14][CH:15]=1. Given the reactants Cl.[CH2:2]([O:4][CH2:5][C:6]([OH:8])=O)[CH3:3].[CH2:9]([C@H:16]1[CH2:20][NH:19][C@H:18]([C:21]([NH:23][C:24]2[CH:29]=[CH:28][C:27]([O:30][C:31]3[CH:36]=[CH:35][C:34]([F:37])=[CH:33][CH:32]=3)=[CH:26][CH:25]=2)=[O:22])[CH2:17]1)[C:10]1[CH:15]=[CH:14][CH:13]=[CH:12][CH:11]=1, predict the reaction product. (8) Given the reactants [NH:1]1[CH2:5][CH2:4][CH:3]2[CH2:6][N:7]([C:9]([O:11][C:12]([CH3:15])([CH3:14])[CH3:13])=[O:10])[CH2:8][CH:2]12.[CH:16]1[C:28]2[CH:27]([CH2:29][O:30][C:31](ON3C(=O)CCC3=O)=[O:32])[C:26]3[C:21](=[CH:22][CH:23]=[CH:24][CH:25]=3)[C:20]=2[CH:19]=[CH:18][CH:17]=1.CCN(C(C)C)C(C)C, predict the reaction product. The product is: [N:1]1([C:31]([O:30][CH2:29][CH:27]2[C:26]3[CH:25]=[CH:24][CH:23]=[CH:22][C:21]=3[C:20]3[C:28]2=[CH:16][CH:17]=[CH:18][CH:19]=3)=[O:32])[CH2:5][CH2:4][CH:3]2[CH2:6][N:7]([C:9]([O:11][C:12]([CH3:15])([CH3:14])[CH3:13])=[O:10])[CH2:8][CH:2]12.